From a dataset of Full USPTO retrosynthesis dataset with 1.9M reactions from patents (1976-2016). Predict the reactants needed to synthesize the given product. (1) Given the product [CH:25]1([C:20]2[N:17]=[C:40]([OH:42])[C:38]3[C:37](=[CH:36][C:35]([O:45][CH3:46])=[C:34]([O:33][CH3:32])[CH:39]=3)[N:44]=2)[CH2:24][CH2:23][CH2:22][CH2:21]1, predict the reactants needed to synthesize it. The reactants are: C1(C2N=C(N3CC[N:17]([C:20]4[CH:25]=[CH:24][CH:23]=[CH:22][C:21]=4OC)CC3)C3C(=CC(OC)=C(OC)C=3)N=2)CC1.[CH3:32][O:33][C:34]1[CH:39]=[C:38]([C:40]([O:42]C)=O)[C:37]([NH2:44])=[CH:36][C:35]=1[O:45][CH3:46].C1(C#N)CCCC1. (2) Given the product [OH:1][C:2]1[C:7]([NH:8][C:9]2[C:12](=[O:13])[C:11](=[O:15])[C:10]=2[NH:29][CH:23]([C:21]2[O:22][C:18]([CH3:17])=[CH:19][CH:20]=2)[C:24]2([CH3:28])[CH2:25][O:26][CH2:27]2)=[CH:6][N:5]=[CH:4][N:3]=1, predict the reactants needed to synthesize it. The reactants are: [OH:1][C:2]1[C:7]([NH:8][C:9]2[C:10](=O)[C:11](=[O:15])[C:12]=2[O:13]C)=[CH:6][N:5]=[CH:4][N:3]=1.[CH3:17][C:18]1[O:22][C:21]([CH:23]([NH2:29])[C:24]2([CH3:28])[CH2:27][O:26][CH2:25]2)=[CH:20][CH:19]=1. (3) Given the product [C:10]([C:9]1[C:8]([O:12][CH2:26][C:27]([O:29][CH2:30][CH3:31])=[O:28])=[N:7][C:6]([N:13]([CH3:14])[CH3:15])=[C:5]2[CH2:16][O:17][C:2]([CH3:18])([CH3:1])[CH2:3][C:4]=12)#[N:11], predict the reactants needed to synthesize it. The reactants are: [CH3:1][C:2]1([CH3:18])[O:17][CH2:16][C:5]2=[C:6]([N:13]([CH3:15])[CH3:14])[NH:7][C:8](=[O:12])[C:9]([C:10]#[N:11])=[C:4]2[CH2:3]1.C(=O)([O-])[O-].[K+].[K+].Br[CH2:26][C:27]([O:29][CH2:30][CH3:31])=[O:28]. (4) Given the product [NH3:1].[CH2:44]([Cl:46])[Cl:45].[CH3:19][N:20]([CH:21]1[CH2:26][CH2:25][N:24]([CH3:27])[CH2:23][CH2:22]1)[CH2:15][C:14]1[CH:17]=[CH:18][C:11]([O:10][CH2:9][CH2:8][CH2:7][N:1]2[CH2:6][CH2:5][CH2:4][CH2:3][CH2:2]2)=[CH:12][CH:13]=1, predict the reactants needed to synthesize it. The reactants are: [N:1]1([CH2:7][CH2:8][CH2:9][O:10][C:11]2[CH:18]=[CH:17][C:14]([CH:15]=O)=[CH:13][CH:12]=2)[CH2:6][CH2:5][CH2:4][CH2:3][CH2:2]1.[CH3:19][NH:20][CH:21]1[CH2:26][CH2:25][N:24]([CH3:27])[CH2:23][CH2:22]1.C(O[BH-](OC(=O)C)OC(=O)C)(=O)C.[Na+].[OH-].[Na+].[CH2:44]([Cl:46])[Cl:45]. (5) Given the product [Cl:11][C:8]1[CH:9]=[CH:10][C:5]2[S:4][CH:3]=[C:2]([N:23]3[C:24]4[CH:12]=[CH:13][CH:14]=[CH:15][C:16]=4[C:17]4[C:22]3=[CH:21][CH:20]=[CH:19][CH:18]=4)[C:6]=2[CH:7]=1, predict the reactants needed to synthesize it. The reactants are: Br[C:2]1[C:6]2[CH:7]=[C:8]([Cl:11])[CH:9]=[CH:10][C:5]=2[S:4][CH:3]=1.[CH:12]1[C:24]2[NH:23][C:22]3[C:17](=[CH:18][CH:19]=[CH:20][CH:21]=3)[C:16]=2[CH:15]=[CH:14][CH:13]=1.[O-]P([O-])([O-])=O.[K+].[K+].[K+].